Dataset: Forward reaction prediction with 1.9M reactions from USPTO patents (1976-2016). Task: Predict the product of the given reaction. (1) Given the reactants CCC(C)[BH-](C(C)CC)C(C)CC.[K+].[C:15]([C@@H:17]1[C@:23]2([C:28]3[CH:33]=[CH:32][CH:31]=[CH:30][CH:29]=3)[N:24]([CH2:25][CH:26]=[CH2:27])[C@H:19]([CH:20]=[CH:21][C:22]2=[O:34])[CH2:18]1)#[N:16], predict the reaction product. The product is: [C:15]([C@@H:17]1[C@:23]2([C:28]3[CH:33]=[CH:32][CH:31]=[CH:30][CH:29]=3)[N:24]([CH2:25][CH:26]=[CH2:27])[C@@H:19]([CH2:20][CH2:21][C@H:22]2[OH:34])[CH2:18]1)#[N:16]. (2) Given the reactants [Cl:1][C:2]1[C:3]([N:18]2[CH2:23][CH2:22][CH:21]([C:24]([OH:26])=O)[CH2:20][CH2:19]2)=[N:4][CH:5]=[C:6]([C:11]2[O:12][C:13]([CH2:16][CH3:17])=[CH:14][N:15]=2)[C:7]=1S(C)=O.CCN=C=NCCCN(C)C.C1C=CC2[N:46](O)[N:45]=[N:44]C=2C=1.[Cl:48][C:49]1[S:53][C:52]([S:54]([NH2:57])(=[O:56])=[O:55])=[CH:51][CH:50]=1, predict the reaction product. The product is: [N:44]([C:7]1[C:6]([C:11]2[O:12][C:13]([CH2:16][CH3:17])=[CH:14][N:15]=2)=[CH:5][N:4]=[C:3]([N:18]2[CH2:19][CH2:20][CH:21]([C:24]([NH:57][S:54]([C:52]3[S:53][C:49]([Cl:48])=[CH:50][CH:51]=3)(=[O:56])=[O:55])=[O:26])[CH2:22][CH2:23]2)[C:2]=1[Cl:1])=[N+:45]=[N-:46]. (3) Given the reactants [CH2:1]([O:5][C:6]([N:8]1[CH2:11][CH:10]([NH:12]C(OCC2C=CC=CC=2)=O)[CH2:9]1)=[O:7])[CH2:2][CH2:3][CH3:4], predict the reaction product. The product is: [CH2:1]([O:5][C:6]([N:8]1[CH2:11][CH:10]([NH2:12])[CH2:9]1)=[O:7])[CH2:2][CH2:3][CH3:4]. (4) Given the reactants C(OP([CH2:9][C:10]([O:12][CH2:13][CH3:14])=[O:11])(OCC)=O)C.[H-].[Na+].[CH2:17]([C:21]1[C:30]([C:31]#[N:32])=[C:29]([C:33]2[CH:38]=[CH:37][C:36]([CH3:39])=[CH:35][CH:34]=2)[C:28]2[C:23](=[CH:24][CH:25]=[C:26](/[CH:40]=[CH:41]/[CH:42]=O)[CH:27]=2)[N:22]=1)[CH:18]([CH3:20])[CH3:19], predict the reaction product. The product is: [C:31]([C:30]1[C:21]([CH2:17][CH:18]([CH3:20])[CH3:19])=[N:22][C:23]2[C:28]([C:29]=1[C:33]1[CH:38]=[CH:37][C:36]([CH3:39])=[CH:35][CH:34]=1)=[CH:27][C:26](/[CH:40]=[CH:41]/[CH:42]=[CH:9]/[C:10]([O:12][CH2:13][CH3:14])=[O:11])=[CH:25][CH:24]=2)#[N:32]. (5) Given the reactants [CH3:1][O:2][C:3]1[CH:8]=[CH:7][CH:6]=[CH:5][C:4]=1[C:9]1[C:17]2[C:12](=[N:13][CH:14]=[C:15]([C:18]3[CH:19]=[C:20]([CH:24]=[CH:25][CH:26]=3)[C:21]([OH:23])=O)[CH:16]=2)[NH:11][N:10]=1.[CH3:27][N:28]([CH3:37])[CH2:29][CH2:30][N:31]1[CH2:36][CH2:35][NH:34][CH2:33][CH2:32]1.ClCCl.C(=O)([O-])[O-].[Na+].[Na+], predict the reaction product. The product is: [CH3:27][N:28]([CH3:37])[CH2:29][CH2:30][N:31]1[CH2:36][CH2:35][N:34]([C:21]([C:20]2[CH:24]=[CH:25][CH:26]=[C:18]([C:15]3[CH:16]=[C:17]4[C:9]([C:4]5[CH:5]=[CH:6][CH:7]=[CH:8][C:3]=5[O:2][CH3:1])=[N:10][NH:11][C:12]4=[N:13][CH:14]=3)[CH:19]=2)=[O:23])[CH2:33][CH2:32]1. (6) Given the reactants [C:1]1([C@@H:7]2[C@@H:11]([C:12]3[CH:17]=[CH:16][CH:15]=[CH:14][CH:13]=3)[O:10][C:9]3([CH2:22][CH2:21][CH2:20][C@H:19]([CH2:23][NH:24][C:25]4[CH:26]=[C:27]([CH:30]=[CH:31][C:32]=4[N+:33]([O-])=O)[C:28]#[N:29])[CH2:18]3)[O:8]2)[CH:6]=[CH:5][CH:4]=[CH:3][CH:2]=1.CO.[CH:38](OC)(OC)OC, predict the reaction product. The product is: [C:1]1([C@@H:7]2[C@@H:11]([C:12]3[CH:17]=[CH:16][CH:15]=[CH:14][CH:13]=3)[O:10][C:9]3([CH2:22][CH2:21][CH2:20][C@H:19]([CH2:23][N:24]4[C:25]5[CH:26]=[C:27]([C:28]#[N:29])[CH:30]=[CH:31][C:32]=5[N:33]=[CH:38]4)[CH2:18]3)[O:8]2)[CH:6]=[CH:5][CH:4]=[CH:3][CH:2]=1. (7) Given the reactants Cl.Cl.NC[C@H](N1CCN(S(CC(C)C)(=O)=O)CC1)C(OC)=O.Cl.CC1C=C(COC2C=CC(S(Cl)(=O)=O)=CC=2)C2C(=CC=CC=2)N=1.[CH3:47][CH:48]([CH3:88])[CH2:49][S:50]([N:53]1[CH2:58][CH2:57][N:56]([C@@H:59]([CH2:64][NH:65][S:66]([C:69]2[CH:74]=[CH:73][C:72]([O:75][CH2:76][C:77]3[C:86]4[C:81](=[CH:82][CH:83]=[CH:84][CH:85]=4)[N:80]=[C:79]([CH3:87])[CH:78]=3)=[CH:71][CH:70]=2)(=[O:68])=[O:67])[C:60]([O:62][CH3:63])=[O:61])[CH2:55][CH2:54]1)(=[O:52])=[O:51], predict the reaction product. The product is: [CH3:47][C:48]([CH3:88])=[CH:49][S:50]([N:53]1[CH2:54][CH2:55][N:56]([C@@H:59]([CH2:64][NH:65][S:66]([C:69]2[CH:70]=[CH:71][C:72]([O:75][CH2:76][C:77]3[C:86]4[C:81](=[CH:82][CH:83]=[CH:84][CH:85]=4)[N:80]=[C:79]([CH3:87])[CH:78]=3)=[CH:73][CH:74]=2)(=[O:67])=[O:68])[C:60]([O:62][CH3:63])=[O:61])[CH2:57][CH2:58]1)(=[O:52])=[O:51].